From a dataset of Full USPTO retrosynthesis dataset with 1.9M reactions from patents (1976-2016). Predict the reactants needed to synthesize the given product. (1) The reactants are: C(O[C:6]([N:8]([CH2:10][C:11]1[C:12]([F:35])=[C:13]([C:28]2[C:29]([F:34])=[N:30][CH:31]=[CH:32][CH:33]=2)[N:14]([S:16]([C:19]2[O:23][C:22]([C:24]([O:26][CH3:27])=[O:25])=[CH:21][CH:20]=2)(=[O:18])=[O:17])[CH:15]=1)C)=O)(C)(C)C.C(OCC)(=O)C.[ClH:42]. Given the product [ClH:42].[F:35][C:12]1[C:11]([CH2:10][NH:8][CH3:6])=[CH:15][N:14]([S:16]([C:19]2[O:23][C:22]([C:24]([O:26][CH3:27])=[O:25])=[CH:21][CH:20]=2)(=[O:17])=[O:18])[C:13]=1[C:28]1[C:29]([F:34])=[N:30][CH:31]=[CH:32][CH:33]=1, predict the reactants needed to synthesize it. (2) Given the product [CH3:1][C:2]1([C:12]([NH2:13])=[O:15])[C:11]2[C:6](=[CH:7][CH:8]=[CH:9][CH:10]=2)[CH2:5][CH2:4][CH2:3]1, predict the reactants needed to synthesize it. The reactants are: [CH3:1][C:2]1([C:12]#[N:13])[C:11]2[C:6](=[CH:7][CH:8]=[CH:9][CH:10]=2)[CH2:5][CH2:4][CH2:3]1.C(=O)([O-])[O-:15].[K+].[K+].OO. (3) Given the product [CH:4]([OH:6])=[O:5].[CH3:2][CH:3]([CH2:7][CH2:8][N:9]1[CH2:14][CH2:13][CH2:12][CH2:11][CH2:10]1)[C:4]([NH:33][C:32]1[NH:28][N:29]=[C:30]([C:34]2[CH:35]=[N:36][C:37]3[C:42]([CH:43]=2)=[CH:41][CH:40]=[CH:39][CH:38]=3)[CH:31]=1)=[O:6], predict the reactants needed to synthesize it. The reactants are: Cl.[CH3:2][CH:3]([CH2:7][CH2:8][N:9]1[CH2:14][CH2:13][CH2:12][CH2:11][CH2:10]1)[C:4]([OH:6])=[O:5].C(Cl)(=O)C(Cl)=O.C(OC([N:28]1[C:32]([NH2:33])=[CH:31][C:30]([C:34]2[CH:35]=[N:36][C:37]3[C:42]([CH:43]=2)=[CH:41][CH:40]=[CH:39][CH:38]=3)=[N:29]1)=O)(C)(C)C.Cl. (4) Given the product [C:1]([O:4][CH:5]=[CH2:6])(=[O:3])[CH3:2].[CH:5]([OH:7])=[CH2:6].[C:5]([O:8][CH3:9])(=[O:7])[CH:6]=[CH2:1], predict the reactants needed to synthesize it. The reactants are: [C:1]([OH:4])(=[O:3])[CH3:2].[C:5]([O:8][CH3:9])(=[O:7])[CH3:6]. (5) Given the product [CH2:1]([O:8][C:9]1[C:14]([F:15])=[CH:13][C:12]([CH:25]=[O:26])=[CH:11][C:10]=1[F:17])[C:2]1[CH:7]=[CH:6][CH:5]=[CH:4][CH:3]=1.[CH2:1]([O:8][C:9]1[C:14]([F:15])=[C:13]([CH:12]=[CH:11][C:10]=1[F:17])[CH:25]=[O:26])[C:2]1[CH:7]=[CH:6][CH:5]=[CH:4][CH:3]=1, predict the reactants needed to synthesize it. The reactants are: [CH2:1]([O:8][C:9]1[C:14]([F:15])=[CH:13][C:12](Br)=[CH:11][C:10]=1[F:17])[C:2]1[CH:7]=[CH:6][CH:5]=[CH:4][CH:3]=1.[Li]CCCC.CN(C)[CH:25]=[O:26]. (6) Given the product [Br:1][C:2]1[CH:3]=[CH:4][C:5]([N+:10]([O-:12])=[O:11])=[C:6]([N:7]([CH3:8])[C:16](=[O:17])[CH2:15][C:14]([CH3:20])([CH3:19])[CH3:13])[CH:9]=1, predict the reactants needed to synthesize it. The reactants are: [Br:1][C:2]1[CH:3]=[CH:4][C:5]([N+:10]([O-:12])=[O:11])=[C:6]([CH:9]=1)[NH:7][CH3:8].[CH3:13][C:14]([CH3:20])([CH3:19])[CH2:15][C:16](Cl)=[O:17].CN(C=O)C.[H-].[Na+]. (7) Given the product [N+:30]([C:28]1[CH:27]=[CH:26][N:25]=[C:24]([N:7]([C:16]([O:18][C:19]([CH3:22])([CH3:21])[CH3:20])=[O:17])[NH:8][C:9]([O:11][C:12]([CH3:13])([CH3:14])[CH3:15])=[O:10])[CH:29]=1)([O-:32])=[O:31], predict the reactants needed to synthesize it. The reactants are: C(=O)([O-])[O-].[Cs+].[Cs+].[NH:7]([C:16]([O:18][C:19]([CH3:22])([CH3:21])[CH3:20])=[O:17])[NH:8][C:9]([O:11][C:12]([CH3:15])([CH3:14])[CH3:13])=[O:10].Cl[C:24]1[CH:29]=[C:28]([N+:30]([O-:32])=[O:31])[CH:27]=[CH:26][N:25]=1. (8) Given the product [Cl:20][C:12]1[C:11]2[C:16](=[CH:17][C:8]([C:6]3[CH:7]=[C:2]([F:1])[CH:3]=[CH:4][C:5]=3[CH3:19])=[CH:9][CH:10]=2)[CH:15]=[N:14][C:13]=1[NH2:18], predict the reactants needed to synthesize it. The reactants are: [F:1][C:2]1[CH:3]=[CH:4][C:5]([CH3:19])=[C:6]([C:8]2[CH:17]=[C:16]3[C:11]([CH:12]=[C:13]([NH2:18])[N:14]=[CH:15]3)=[CH:10][CH:9]=2)[CH:7]=1.[Cl:20]N1C(=O)CCC1=O. (9) Given the product [Si:1]([O:18][C:19]1[CH:28]=[C:27]2[C:22](=[C:23]3[CH:32]=[C:31]([O:33][CH2:34][CH:35]4[CH2:37][CH2:36]4)[CH:30]=[CH:29][C:24]=13)[N:21]=[C:79]([CH2:80][C:81]([CH3:82])=[O:66])[CH:25]=[CH:26]2)([C:14]([CH3:17])([CH3:16])[CH3:15])([C:8]1[CH:13]=[CH:12][CH:11]=[CH:10][CH:9]=1)[C:2]1[CH:7]=[CH:6][CH:5]=[CH:4][CH:3]=1, predict the reactants needed to synthesize it. The reactants are: [Si:1]([O:18][C:19]1C(Cl)=[N:21][C:22]2[C:27]([CH:28]=1)=[CH:26][CH:25]=[C:24]1[CH:29]=[CH:30][C:31]([O:33][CH2:34][CH:35]3[CH2:37][CH2:36]3)=[CH:32][C:23]=21)([C:14]([CH3:17])([CH3:16])[CH3:15])([C:8]1[CH:13]=[CH:12][CH:11]=[CH:10][CH:9]=1)[C:2]1[CH:7]=[CH:6][CH:5]=[CH:4][CH:3]=1.C1(C)C=CC=CC=1P(C1C=CC=CC=1C)C1C=CC=CC=1C.C(CC([O-])=[O:66])(C)=C.[CH2:79]([Sn]([CH2:79][CH2:80][CH2:81][CH3:82])([CH2:79][CH2:80][CH2:81][CH3:82])OC)[CH2:80][CH2:81][CH3:82].